From a dataset of Full USPTO retrosynthesis dataset with 1.9M reactions from patents (1976-2016). Predict the reactants needed to synthesize the given product. (1) Given the product [NH2:17][C:18]1[N:23]=[C:22]([S:16][C:11]2[CH:12]=[CH:13][CH:14]=[CH:15][C:10]=2[O:9][CH3:8])[N:21]=[C:20]([C:33]2[C:34]([Cl:44])=[CH:35][C:36]([Cl:43])=[C:37]([CH:42]=2)[O:38][CH2:39][C:40]#[N:41])[N:19]=1, predict the reactants needed to synthesize it. The reactants are: C(N(CC)CC)C.[CH3:8][O:9][C:10]1[CH:15]=[CH:14][CH:13]=[CH:12][C:11]=1[SH:16].[NH2:17][C:18]1[N:23]=[C:22](S(CC2C=CC=CC=2)=O)[N:21]=[C:20]([C:33]2[C:34]([Cl:44])=[CH:35][C:36]([Cl:43])=[C:37]([CH:42]=2)[O:38][CH2:39][C:40]#[N:41])[N:19]=1. (2) Given the product [F:18][C:15]1[CH:14]=[CH:13][C:12]([S:9]([NH:8][CH2:7][P:3](=[O:2])([OH:6])[OH:4])(=[O:11])=[O:10])=[CH:17][CH:16]=1, predict the reactants needed to synthesize it. The reactants are: C[O:2][P:3]([CH2:7][NH:8][S:9]([C:12]1[CH:17]=[CH:16][C:15]([F:18])=[CH:14][CH:13]=1)(=[O:11])=[O:10])(=[O:6])[O:4]C.Br[Si](C)(C)C. (3) Given the product [CH3:1][CH:2]([CH3:17])[CH2:3][CH2:4][N:5]([CH2:21][C:22]1[CH:41]=[CH:40][C:25]([CH2:26][O:27][C:28]2[CH:33]=[CH:32][C:31]([CH2:34][CH2:35][C:36]([O:38][CH3:39])=[O:37])=[CH:30][CH:29]=2)=[CH:24][CH:23]=1)[C:6]1[S:7][CH:8]=[C:9]([C:11]2[CH:16]=[CH:15][CH:14]=[CH:13][CH:12]=2)[N:10]=1, predict the reactants needed to synthesize it. The reactants are: [CH3:1][CH:2]([CH3:17])[CH2:3][CH2:4][NH:5][C:6]1[S:7][CH:8]=[C:9]([C:11]2[CH:16]=[CH:15][CH:14]=[CH:13][CH:12]=2)[N:10]=1.[H-].[Na+].Cl[CH2:21][C:22]1[CH:41]=[CH:40][C:25]([CH2:26][O:27][C:28]2[CH:33]=[CH:32][C:31]([CH2:34][CH2:35][C:36]([O:38][CH3:39])=[O:37])=[CH:30][CH:29]=2)=[CH:24][CH:23]=1.Cl. (4) Given the product [Cl:1][C:2]1[C:3]([F:17])=[C:4]([C:9]2[CH:14]=[C:13]([O:15][CH3:16])[N:12]=[CH:11][N:10]=2)[C:5]([N:6]2[CH:34]=[C:33]([Si:35]([CH3:38])([CH3:37])[CH3:36])[N:31]=[N:30]2)=[CH:7][CH:8]=1, predict the reactants needed to synthesize it. The reactants are: [Cl:1][C:2]1[CH:8]=[CH:7][C:5]([NH2:6])=[C:4]([C:9]2[CH:14]=[C:13]([O:15][CH3:16])[N:12]=[CH:11][N:10]=2)[C:3]=1[F:17].C(ON=O)CC(C)C.[Si]([N:30]=[N+:31]=[N-])(C)(C)C.[C:33]([Si:35]([CH3:38])([CH3:37])[CH3:36])#[CH:34]. (5) Given the product [Br:1][C:2]1[CH:11]=[C:10]2[C:5]([CH2:6][CH:7]([CH3:20])[N:8]([C:12]3[CH:17]=[C:16]([N:25]4[CH2:26][CH2:27][N:22]([CH3:21])[CH2:23][CH2:24]4)[N:15]=[C:14]([NH2:19])[N:13]=3)[CH2:9]2)=[CH:4][CH:3]=1, predict the reactants needed to synthesize it. The reactants are: [Br:1][C:2]1[CH:11]=[C:10]2[C:5]([CH2:6][CH:7]([CH3:20])[N:8]([C:12]3[CH:17]=[C:16](Cl)[N:15]=[C:14]([NH2:19])[N:13]=3)[CH2:9]2)=[CH:4][CH:3]=1.[CH3:21][N:22]1[CH2:27][CH2:26][NH:25][CH2:24][CH2:23]1.O. (6) Given the product [CH:46]1([CH2:8][NH:7][CH2:5][CH2:4][O:39][C:38]2[CH:37]=[CH:36][C:4]([CH2:5][N:7]([CH:33]([CH3:35])[CH3:34])[C:8]3[CH:13]=[C:12]([O:14][CH3:15])[CH:11]=[CH:10][C:9]=3[CH:16]3[CH2:25][CH2:24][C:23]4[CH:22]=[C:21]([OH:26])[CH:20]=[CH:19][C:18]=4[CH2:17]3)=[CH:3][C:2]=2[F:1])[CH2:47][CH2:48][CH2:49][CH2:50][CH2:51]1, predict the reactants needed to synthesize it. The reactants are: [F:1][C:2]1[CH:3]=[C:4]([CH:36]=[CH:37][C:38]=1[OH:39])[C:5]([N:7]([CH:33]([CH3:35])[CH3:34])[C:8]1[CH:13]=[C:12]([O:14][CH3:15])[CH:11]=[CH:10][C:9]=1[CH:16]1[CH2:25][CH2:24][C:23]2[CH:22]=[C:21]([O:26]C(=O)C(C)(C)C)[CH:20]=[CH:19][C:18]=2[CH2:17]1)=O.ClCC(N([CH:46]1[CH2:51][CH2:50][CH2:49][CH2:48][CH2:47]1)C)=O. (7) Given the product [NH2:20][C:19]1[C:3]2[C:4]([C:12]3[CH:17]=[CH:16][C:15]([CH3:18])=[CH:14][CH:13]=3)=[N:5][C:6]([NH:8][CH:9]3[CH2:11][CH2:10]3)=[N:7][C:2]=2[S:21][C:22]=1[C:23]([NH2:25])=[O:24], predict the reactants needed to synthesize it. The reactants are: Cl[C:2]1[N:7]=[C:6]([NH:8][CH:9]2[CH2:11][CH2:10]2)[N:5]=[C:4]([C:12]2[CH:17]=[CH:16][C:15]([CH3:18])=[CH:14][CH:13]=2)[C:3]=1[C:19]#[N:20].[SH:21][CH2:22][C:23]([NH2:25])=[O:24].C(=O)([O-])[O-].[Na+].[Na+].[O-]CC.[Na+]. (8) Given the product [CH2:1]([O:3][C:4](=[O:15])[CH2:5][C@@H:6]([CH2:11][N+:12]([O-:14])=[O:13])[CH2:7][CH:8]([CH3:10])[CH3:9])[CH3:2], predict the reactants needed to synthesize it. The reactants are: [CH2:1]([O:3][C:4](=[O:15])[CH2:5][CH:6]([CH2:11][N+:12]([O-:14])=[O:13])[CH2:7][CH:8]([CH3:10])[CH3:9])[CH3:2].[OH-].[Na+]. (9) Given the product [F:22][C:19]([F:20])([F:21])[O:18][C:15]1[CH:16]=[CH:17][C:12]([O:11][C:8]2[N:7]=[CH:6][C:5]([CH2:4][OH:3])=[CH:10][CH:9]=2)=[CH:13][CH:14]=1, predict the reactants needed to synthesize it. The reactants are: C([O:3][C:4](=O)[C:5]1[CH:10]=[CH:9][C:8]([O:11][C:12]2[CH:17]=[CH:16][C:15]([O:18][C:19]([F:22])([F:21])[F:20])=[CH:14][CH:13]=2)=[N:7][CH:6]=1)C.C1(C)C=CC=CC=1.[H-].C([Al+]CC(C)C)C(C)C.[OH-].[Na+]. (10) Given the product [C:31]([NH:34][C:35]1[CH:36]=[C:37]([NH:38][C:11]2[N:16]=[C:15]([NH:17][C:18]3[CH:26]=[CH:25][CH:24]=[C:23]4[C:19]=3[CH:20]=[CH:21][N:22]4[CH3:27])[C:14]([C:28]([NH2:30])=[O:29])=[CH:13][N:12]=2)[CH:39]=[CH:40][CH:41]=1)(=[O:33])[CH3:32], predict the reactants needed to synthesize it. The reactants are: N1(O[C:11]2[N:16]=[C:15]([NH:17][C:18]3[CH:26]=[CH:25][CH:24]=[C:23]4[C:19]=3[CH:20]=[CH:21][N:22]4[CH3:27])[C:14]([C:28]([NH2:30])=[O:29])=[CH:13][N:12]=2)C2C=CC=CC=2N=N1.[C:31]([NH:34][C:35]1[CH:36]=[C:37]([CH:39]=[CH:40][CH:41]=1)[NH2:38])(=[O:33])[CH3:32].CC1C=CC(S(O)(=O)=O)=CC=1.